Predict the product of the given reaction. From a dataset of Forward reaction prediction with 1.9M reactions from USPTO patents (1976-2016). (1) Given the reactants [Cl:1][C:2]1[C:3]([C:26]2[N:30]3[CH:31]=[CH:32][C:33]([CH2:35]O)=[CH:34][C:29]3=[N:28][CH:27]=2)=[N:4][C:5]([NH:8][C:9]2[CH:14]=[CH:13][C:12]([N:15]3[CH2:20][CH2:19][N:18]([C:21](=[O:23])[CH3:22])[CH2:17][CH2:16]3)=[CH:11][C:10]=2[O:24][CH3:25])=[N:6][CH:7]=1.[CH2:37]([N:39](CC)[CH2:40]C)C.CS(Cl)(=O)=O.CS(OCC1C=CN2C(C3C(Cl)=CN=C(NC4C=CC(N5CCN(C(=O)C)CC5)=CC=4OC)N=3)=CN=C2C=1)(=O)=O.ClC1C(C2N3C=CC(CCl)=CC3=NC=2)=NC(NC2C=CC(N3CCN(C(=O)C)CC3)=CC=2OC)=NC=1.C(N(C(C)C)C(C)C)C.CNC.C1COCC1, predict the reaction product. The product is: [Cl:1][C:2]1[C:3]([C:26]2[N:30]3[CH:31]=[CH:32][C:33]([CH2:35][N:39]([CH3:40])[CH3:37])=[CH:34][C:29]3=[N:28][CH:27]=2)=[N:4][C:5]([NH:8][C:9]2[CH:14]=[CH:13][C:12]([N:15]3[CH2:20][CH2:19][N:18]([C:21](=[O:23])[CH3:22])[CH2:17][CH2:16]3)=[CH:11][C:10]=2[O:24][CH3:25])=[N:6][CH:7]=1. (2) Given the reactants [C:1]([O-:13])(=[O:12])[CH2:2][C:3]([CH2:8][C:9]([O-:11])=[O:10])([C:5]([O-:7])=[O:6])[OH:4].C([O-])(=O)CC(CC([O-])=O)(C([O-])=O)[OH:17].[Na+:27].[Na+].[Na+].[Au:30], predict the reaction product. The product is: [CH2:8]([C:3]([OH:4])([C:5]([O-:7])=[O:6])[CH2:2][C:1]([O-:13])=[O:12])[C:9]([O-:11])=[O:10].[OH2:17].[OH2:4].[Na+:27].[Na+:27].[Na+:27].[Au:30]. (3) The product is: [C:1]([O:5][C:6](=[O:7])[NH:8][CH2:9][C:10]1[CH:15]=[CH:14][C:13]([C:32]2[C:33]([O:39][CH3:40])=[N:34][CH:35]=[C:30]([Cl:29])[CH:31]=2)=[C:12]([O:24][C:25]([F:28])([F:27])[F:26])[CH:11]=1)([CH3:4])([CH3:3])[CH3:2]. Given the reactants [C:1]([O:5][C:6]([NH:8][CH2:9][C:10]1[CH:15]=[CH:14][C:13](OS(C(F)(F)F)(=O)=O)=[C:12]([O:24][C:25]([F:28])([F:27])[F:26])[CH:11]=1)=[O:7])([CH3:4])([CH3:3])[CH3:2].[Cl:29][C:30]1[CH:31]=[CH:32][C:33]([O:39][CH3:40])(B(O)O)[NH:34][CH:35]=1.C1(C)C=CC=CC=1.C(=O)([O-])[O-].[Na+].[Na+], predict the reaction product. (4) Given the reactants [Cl:1][C:2]1[CH:3]=[C:4]([C:9]2[N:13]=[C:12]([NH2:14])[NH:11][N:10]=2)[CH:5]=[CH:6][C:7]=1[Cl:8].[NH:15]1[C:19]2[CH:20]=[CH:21][C:22]([C:24](=O)[CH2:25][C:26](OCC)=[O:27])=[CH:23][C:18]=2[N:17]=[N:16]1.CC1C=CC(S(O)(=O)=O)=CC=1, predict the reaction product. The product is: [NH:15]1[C:19]2[CH:20]=[CH:21][C:22]([C:24]3[NH:14][C:12]4[N:11]([N:10]=[C:9]([C:4]5[CH:5]=[CH:6][C:7]([Cl:8])=[C:2]([Cl:1])[CH:3]=5)[N:13]=4)[C:26](=[O:27])[CH:25]=3)=[CH:23][C:18]=2[N:17]=[N:16]1.